Dataset: Forward reaction prediction with 1.9M reactions from USPTO patents (1976-2016). Task: Predict the product of the given reaction. (1) Given the reactants [CH2:1]([CH:3]([NH:6][C:7]1[CH:12]=[C:11]([CH3:13])[N:10]=[C:9]([O:14][C:15]2[C:20]([CH3:21])=[CH:19][C:18]([C:22](O)([CH3:24])[CH3:23])=[CH:17][C:16]=2[CH3:26])[C:8]=1[CH3:27])[CH2:4][CH3:5])[CH3:2], predict the reaction product. The product is: [CH2:1]([CH:3]([NH:6][C:7]1[CH:12]=[C:11]([CH3:13])[N:10]=[C:9]([O:14][C:15]2[C:20]([CH3:21])=[CH:19][C:18]([C:22]([CH3:24])=[CH2:23])=[CH:17][C:16]=2[CH3:26])[C:8]=1[CH3:27])[CH2:4][CH3:5])[CH3:2]. (2) Given the reactants C([O:8][C:9](=[O:29])[C@@H:10]([NH:14][C:15](=[O:28])[CH2:16][C:17]1[CH:22]=[CH:21][CH:20]=[C:19]([O:23][C:24]([F:27])([F:26])[F:25])[CH:18]=1)[CH:11]([CH3:13])[CH3:12])C1C=CC=CC=1, predict the reaction product. The product is: [CH3:12][CH:11]([CH3:13])[C@H:10]([NH:14][C:15](=[O:28])[CH2:16][C:17]1[CH:22]=[CH:21][CH:20]=[C:19]([O:23][C:24]([F:25])([F:26])[F:27])[CH:18]=1)[C:9]([OH:29])=[O:8]. (3) Given the reactants [CH2:1]([NH2:8])[C:2]1[CH:7]=[CH:6][CH:5]=[CH:4][CH:3]=1.C([O:11][C:12](=[O:20])[C:13]1[CH:18]=[CH:17][CH:16]=[N:15][C:14]=1Cl)C.[CH2:21](C(CC)CN)C, predict the reaction product. The product is: [CH2:1]([NH:8][C:14]1[N:15]=[C:16]([CH3:21])[CH:17]=[CH:18][C:13]=1[C:12]([O-:11])=[O:20])[C:2]1[CH:7]=[CH:6][CH:5]=[CH:4][CH:3]=1.[C:2]1([CH2:1][NH3+:8])[CH:7]=[CH:6][CH:5]=[CH:4][CH:3]=1. (4) Given the reactants [Cl:1][C:2]1[CH:17]=[CH:16][C:15]([Cl:18])=[CH:14][C:3]=1[O:4][C:5]1[C:10]([C:11]([OH:13])=O)=[CH:9][N:8]=[CH:7][N:6]=1.CN(C(ON1N=NC2C=CC=NC1=2)=[N+](C)C)C.F[P-](F)(F)(F)(F)F.C(N(CC)C(C)C)(C)C.[F:52][C:53]1[CH:54]=[C:55]2[C:60](=[CH:61][CH:62]=1)[NH:59][CH2:58][CH2:57][CH2:56]2, predict the reaction product. The product is: [Cl:1][C:2]1[CH:17]=[CH:16][C:15]([Cl:18])=[CH:14][C:3]=1[O:4][C:5]1[C:10]([C:11]([N:59]2[C:60]3[C:55](=[CH:54][C:53]([F:52])=[CH:62][CH:61]=3)[CH2:56][CH2:57][CH2:58]2)=[O:13])=[CH:9][N:8]=[CH:7][N:6]=1.